From a dataset of Catalyst prediction with 721,799 reactions and 888 catalyst types from USPTO. Predict which catalyst facilitates the given reaction. (1) Reactant: [NH2:1][C:2]1[C:3]2[C:10]([C:11]3[CH:16]=[CH:15][C:14]([O:17][C:18]4[CH:23]=[CH:22][CH:21]=[CH:20][CH:19]=4)=[CH:13][CH:12]=3)=[CH:9][N:8]([CH:24]3[CH2:29][CH2:28][C:27](=O)[CH2:26][CH2:25]3)[C:4]=2[N:5]=[CH:6][N:7]=1.[NH2:31][C@@H:32]1[CH2:36][CH2:35][NH:34][CH2:33]1.C(O)(=O)C.C(O[BH-](OC(=O)C)OC(=O)C)(=O)C.[Na+].C(=O)(O)[O-].[Na+]. Product: [O:17]([C:14]1[CH:13]=[CH:12][C:11]([C:10]2[C:3]3[C:2]([NH2:1])=[N:7][CH:6]=[N:5][C:4]=3[N:8]([C@H:24]3[CH2:25][CH2:26][C@@H:27]([NH:31][C@@H:32]4[CH2:36][CH2:35][NH:34][CH2:33]4)[CH2:28][CH2:29]3)[CH:9]=2)=[CH:16][CH:15]=1)[C:18]1[CH:23]=[CH:22][CH:21]=[CH:20][CH:19]=1. The catalyst class is: 325. (2) Reactant: Cl.[C@H:2]12[NH:9][C@H:6]([CH2:7][CH2:8]1)[CH2:5][CH2:4][CH2:3]2.Cl[C:11]1[CH:16]=[C:15](Cl)[N:14]=[C:13]([NH2:18])[N:12]=1.CCN(C(C)C)C(C)C.[NH:28]1[CH2:32][CH2:31][CH:30]([NH:33]C(=O)OC(C)(C)C)[CH2:29]1. Product: [NH2:33][CH:30]1[CH2:31][CH2:32][N:28]([C:11]2[CH:16]=[C:15]([N:9]3[C@@H:6]4[CH2:7][CH2:8][C@H:2]3[CH2:3][CH2:4][CH2:5]4)[N:14]=[C:13]([NH2:18])[N:12]=2)[CH2:29]1. The catalyst class is: 37. (3) Reactant: [C:1](=[O:9])([O:6][CH2:7][CH3:8])[O:2][CH:3](Cl)[CH3:4].[I-:10].[Na+]. Product: [C:1](=[O:9])([O:2][CH:3]([I:10])[CH3:4])[O:6][CH2:7][CH3:8]. The catalyst class is: 10. (4) Reactant: [Na].[C:2]([O:8]CC)(=O)[CH2:3][C:4]([O-:6])=O.[CH3:11][O:12][C:13]1[CH:14]=[C:15]([CH2:19][CH2:20][NH:21][C:22]([NH2:24])=[O:23])[CH:16]=[CH:17][CH:18]=1. Product: [CH3:11][O:12][C:13]1[CH:14]=[C:15]([CH2:19][CH2:20][N:21]2[C:2](=[O:8])[CH2:3][C:4](=[O:6])[NH:24][C:22]2=[O:23])[CH:16]=[CH:17][CH:18]=1. The catalyst class is: 14. (5) Reactant: [F:1][C:2]1[CH:14]=[CH:13][C:5]([O:6][C:7]([CH3:12])([CH3:11])[C:8](O)=O)=[CH:4][CH:3]=1.C(Cl)Cl.C(Cl)(=O)C(Cl)=O.C[N:25](C)C=O.C1COCC1.Cl. Product: [F:1][C:2]1[CH:14]=[CH:13][C:5]([O:6][C:7]([CH3:12])([CH3:11])[CH2:8][NH2:25])=[CH:4][CH:3]=1. The catalyst class is: 5. (6) Reactant: [NH2:1][C:2]1[CH:7]=[CH:6][C:5]([OH:8])=[C:4]([F:9])[CH:3]=1.C([O-])([O-])=O.[Cs+].[Cs+].Br[CH2:17][CH3:18]. Product: [CH2:17]([O:8][C:5]1[CH:6]=[CH:7][C:2]([NH2:1])=[CH:3][C:4]=1[F:9])[CH3:18]. The catalyst class is: 3. (7) Reactant: [CH3:1][N:2]1[CH2:6][CH2:5][CH2:4][C:3]1=O.[Cl:8][C:9]1[C:10]([C:15]2[CH:16]=[C:17]3[C:21](=[CH:22][CH:23]=2)[NH:20][N:19]=[C:18]3[NH2:24])=[N:11][CH:12]=[CH:13][CH:14]=1.Cl.ClC1C=CC=CN=1. Product: [Cl:8][C:9]1[C:10]([C:15]2[CH:16]=[C:17]3[C:21](=[CH:22][CH:23]=2)[NH:20][N:19]=[C:18]3[NH:24][C:3]2[CH:4]=[CH:5][CH:6]=[CH:1][N:2]=2)=[N:11][CH:12]=[CH:13][CH:14]=1. The catalyst class is: 13. (8) The catalyst class is: 8. Reactant: [CH2:1]([NH:3][CH2:4][CH2:5][N:6]1[CH2:12][CH2:11][CH2:10][C:9]2[NH:13][C:14]([CH:17]=O)=[C:15]([CH3:16])[C:8]=2[C:7]1=[O:19])[CH3:2].[F:20][C:21]1[CH:22]=[C:23]2[C:27](=[CH:28][CH:29]=1)[NH:26][C:25](=[O:30])[CH2:24]2.N1CCCCC1. Product: [CH2:1]([NH:3][CH2:4][CH2:5][N:6]1[CH2:12][CH2:11][CH2:10][C:9]2[NH:13][C:14]([CH:17]=[C:24]3[C:23]4[C:27](=[CH:28][CH:29]=[C:21]([F:20])[CH:22]=4)[NH:26][C:25]3=[O:30])=[C:15]([CH3:16])[C:8]=2[C:7]1=[O:19])[CH3:2]. (9) Reactant: [F:1][C:2]1[CH:7]=[CH:6][C:5]([F:8])=[CH:4][C:3]=1[C@@H:9]1[C@@H:14]([NH:15]C(=O)OC(C)(C)C)[CH2:13][C@@H:12]([N:23]2[CH2:30][C:29]3[C:25](=[N:26][N:27]([S:31]([CH3:34])(=[O:33])=[O:32])[CH:28]=3)[CH2:24]2)[CH2:11][O:10]1.FC(F)(F)C(O)=O. Product: [F:1][C:2]1[CH:7]=[CH:6][C:5]([F:8])=[CH:4][C:3]=1[C@@H:9]1[C@@H:14]([NH2:15])[CH2:13][C@@H:12]([N:23]2[CH2:30][C:29]3[C:25](=[N:26][N:27]([S:31]([CH3:34])(=[O:33])=[O:32])[CH:28]=3)[CH2:24]2)[CH2:11][O:10]1. The catalyst class is: 4. (10) Product: [OH:3][CH:1]([C:4]1[CH:5]=[CH:6][C:7]([S:10]([NH:13][C:14]2[N:18]([C:19]3[CH:24]=[CH:23][CH:22]=[CH:21][N:20]=3)[N:17]=[CH:16][CH:15]=2)(=[O:12])=[O:11])=[CH:8][CH:9]=1)[CH3:2]. Reactant: [C:1]([C:4]1[CH:9]=[CH:8][C:7]([S:10]([NH:13][C:14]2[N:18]([C:19]3[CH:24]=[CH:23][CH:22]=[CH:21][N:20]=3)[N:17]=[CH:16][CH:15]=2)(=[O:12])=[O:11])=[CH:6][CH:5]=1)(=[O:3])[CH3:2].[BH4-].[Na+].CO.C([O-])([O-])=O.[Na+].[Na+]. The catalyst class is: 1.